Predict the product of the given reaction. From a dataset of Forward reaction prediction with 1.9M reactions from USPTO patents (1976-2016). Given the reactants [O:1]=[C:2]1[N:8]([CH:9]2[CH2:14][CH2:13][N:12]([C:15]([O:17][C@H:18]([CH2:35][C:36]3[CH:41]=[C:40]([C:42]([F:45])([F:44])[F:43])[C:39]([NH2:46])=[C:38]([Cl:47])[CH:37]=3)[C:19]([N:21]3[CH2:26][CH2:25][CH:24]([N:27]4[CH2:31][CH2:30][CH2:29][C@H:28]4[C:32]([OH:34])=[O:33])[CH2:23][CH2:22]3)=[O:20])=[O:16])[CH2:11][CH2:10]2)[CH2:7][CH2:6][C:5]2[CH:48]=[CH:49][CH:50]=[CH:51][C:4]=2[NH:3]1.O[CH2:53][C:54]([N:56]([CH3:58])[CH3:57])=[O:55], predict the reaction product. The product is: [O:1]=[C:2]1[N:8]([CH:9]2[CH2:14][CH2:13][N:12]([C:15]([O:17][C@H:18]([CH2:35][C:36]3[CH:41]=[C:40]([C:42]([F:43])([F:45])[F:44])[C:39]([NH2:46])=[C:38]([Cl:47])[CH:37]=3)[C:19]([N:21]3[CH2:22][CH2:23][CH:24]([N:27]4[CH2:31][CH2:30][CH2:29][C@H:28]4[C:32]([O:34][CH2:53][C:54](=[O:55])[N:56]([CH3:58])[CH3:57])=[O:33])[CH2:25][CH2:26]3)=[O:20])=[O:16])[CH2:11][CH2:10]2)[CH2:7][CH2:6][C:5]2[CH:48]=[CH:49][CH:50]=[CH:51][C:4]=2[NH:3]1.